Dataset: Catalyst prediction with 721,799 reactions and 888 catalyst types from USPTO. Task: Predict which catalyst facilitates the given reaction. (1) Reactant: O=[C:2]1[CH2:10][CH2:9][CH2:8][C:7]2[NH:6][CH:5]=[CH:4][C:3]1=2.[H-].[Al+3].[Li+].[H-].[H-].[H-]. Product: [NH:6]1[C:7]2[CH:3]([CH2:2][CH:10]=[CH:9][CH:8]=2)[CH2:4][CH2:5]1. The catalyst class is: 1. (2) Reactant: [OH:1][C:2]([C:9]1[S:10][CH:11]=[C:12]([CH3:14])[N:13]=1)([CH3:8])[C:3](OCC)=[O:4].O.[NH2:16][NH2:17]. Product: [OH:1][C:2]([C:9]1[S:10][CH:11]=[C:12]([CH3:14])[N:13]=1)([CH3:8])[C:3]([NH:16][NH2:17])=[O:4]. The catalyst class is: 8. (3) Reactant: [CH3:1][S:2]([CH2:4][S:5][CH3:6])=[O:3].C([Li])CCC.CCCCCC.Br[CH2:19][CH:20]([CH2:39]Br)[O:21][Si:22]([C:35]([CH3:38])([CH3:37])[CH3:36])([C:29]1[CH:34]=[CH:33][CH:32]=[CH:31][CH:30]=1)[C:23]1[CH:28]=[CH:27][CH:26]=[CH:25][CH:24]=1. Product: [C:35]([Si:22]([O:21][CH:20]1[CH2:39][C:4]([S:2]([CH3:1])=[O:3])([S:5][CH3:6])[CH2:19]1)([C:29]1[CH:34]=[CH:33][CH:32]=[CH:31][CH:30]=1)[C:23]1[CH:28]=[CH:27][CH:26]=[CH:25][CH:24]=1)([CH3:38])([CH3:37])[CH3:36]. The catalyst class is: 30. (4) Reactant: Cl.[Sn](Cl)Cl.[CH3:5][C:6]1[CH:11]=[CH:10][C:9]([N:12]2[CH2:17][CH2:16][CH2:15][CH2:14][CH2:13]2)=[C:8]([N+:18]([O-])=O)[CH:7]=1.C(=O)(O)[O-].[Na+]. Product: [CH3:5][C:6]1[CH:11]=[CH:10][C:9]([N:12]2[CH2:17][CH2:16][CH2:15][CH2:14][CH2:13]2)=[C:8]([CH:7]=1)[NH2:18]. The catalyst class is: 5. (5) Reactant: [Cl:1][C:2]1[CH:7]=[CH:6][C:5]([CH:8]2[C:12]([C:15]3[CH:20]=[CH:19][C:18]([Cl:21])=[CH:17][C:16]=3[F:22])([C:13]#[N:14])[CH:11]([CH2:23][C:24]([CH3:27])([CH3:26])[CH3:25])[CH2:10][NH:9]2)=[C:4]([F:28])[CH:3]=1.[C:29](Cl)(Cl)=[O:30].C(N(CC)CC)C.Cl.[CH3:41][O:42][C:43](=[O:52])[C:44]1[CH:49]=[CH:48][C:47]([CH2:50][NH2:51])=[CH:46][CH:45]=1. Product: [CH3:41][O:42][C:43](=[O:52])[C:44]1[CH:49]=[CH:48][C:47]([CH2:50][NH:51][C:29]([N:9]2[CH2:10][C@@H:11]([CH2:23][C:24]([CH3:25])([CH3:27])[CH3:26])[C@@:12]([C:15]3[CH:20]=[CH:19][C:18]([Cl:21])=[CH:17][C:16]=3[F:22])([C:13]#[N:14])[C@H:8]2[C:5]2[CH:6]=[CH:7][C:2]([Cl:1])=[CH:3][C:4]=2[F:28])=[O:30])=[CH:46][CH:45]=1. The catalyst class is: 2. (6) Reactant: [C:1](=[O:15])([O:13][CH3:14])[O:2][C:3]1[CH:8]=[CH:7][C:6]([O:9][CH3:10])=[C:5]([CH:11]=O)[CH:4]=1.C1(P(=[CH:35][C:36]([O:38][CH2:39][CH3:40])=[O:37])(C2C=CC=CC=2)C2C=CC=CC=2)C=CC=CC=1. Product: [CH3:10][O:9][C:6]1[CH:7]=[CH:8][C:3]([O:2][C:1]([O:13][CH3:14])=[O:15])=[CH:4][C:5]=1[CH:11]=[CH:35][C:36]([O:38][CH2:39][CH3:40])=[O:37]. The catalyst class is: 11. (7) Reactant: C[Si](OS(C(F)(F)F)(=O)=O)(C)C.[CH3:13][N:14]([CH3:41])[C:15]1([C:35]2[CH:40]=[CH:39][CH:38]=[CH:37][CH:36]=2)[CH2:20][CH2:19][C:18]([CH2:22][CH2:23][CH2:24][C:25]2[C:33]3[C:28](=[CH:29][CH:30]=[C:31]([F:34])[CH:32]=3)[NH:27][CH:26]=2)(O)[CH2:17][CH2:16]1. Product: [F:34][C:31]1[CH:32]=[C:33]2[C:28](=[CH:29][CH:30]=1)[NH:27][C:26]1[C:18]3([CH2:19][CH2:20][C:15]([C:35]4[CH:40]=[CH:39][CH:38]=[CH:37][CH:36]=4)([N:14]([CH3:41])[CH3:13])[CH2:16][CH2:17]3)[CH2:22][CH2:23][CH2:24][C:25]2=1. The catalyst class is: 4.